This data is from Peptide-MHC class I binding affinity with 185,985 pairs from IEDB/IMGT. The task is: Regression. Given a peptide amino acid sequence and an MHC pseudo amino acid sequence, predict their binding affinity value. This is MHC class I binding data. (1) The peptide sequence is SDTQIPGVC. The MHC is HLA-B40:01 with pseudo-sequence HLA-B40:01. The binding affinity (normalized) is 0. (2) The peptide sequence is GLAEKPNDY. The MHC is HLA-B07:02 with pseudo-sequence HLA-B07:02. The binding affinity (normalized) is 0.0847. (3) The peptide sequence is TPMFNDINI. The MHC is H-2-Db with pseudo-sequence H-2-Db. The binding affinity (normalized) is 0.0641. (4) The peptide sequence is PELGAFFAI. The MHC is HLA-B15:17 with pseudo-sequence HLA-B15:17. The binding affinity (normalized) is 0.0847. (5) The peptide sequence is YEAVVPLVY. The MHC is HLA-A29:02 with pseudo-sequence HLA-A29:02. The binding affinity (normalized) is 0.433. (6) The peptide sequence is GGGNPLSAI. The MHC is Mamu-B52 with pseudo-sequence Mamu-B52. The binding affinity (normalized) is 0.479. (7) The peptide sequence is TAFTIPSI. The MHC is HLA-A01:01 with pseudo-sequence HLA-A01:01. The binding affinity (normalized) is 0. (8) The peptide sequence is RVISDGYFK. The MHC is HLA-A11:01 with pseudo-sequence HLA-A11:01. The binding affinity (normalized) is 0.687. (9) The binding affinity (normalized) is 0.0847. The MHC is HLA-B39:01 with pseudo-sequence HLA-B39:01. The peptide sequence is RVRGAVTGM.